Task: Regression. Given two drug SMILES strings and cell line genomic features, predict the synergy score measuring deviation from expected non-interaction effect.. Dataset: NCI-60 drug combinations with 297,098 pairs across 59 cell lines (1) Drug 1: CC1OCC2C(O1)C(C(C(O2)OC3C4COC(=O)C4C(C5=CC6=C(C=C35)OCO6)C7=CC(=C(C(=C7)OC)O)OC)O)O. Drug 2: C1CN1P(=S)(N2CC2)N3CC3. Cell line: HOP-62. Synergy scores: CSS=29.9, Synergy_ZIP=-5.56, Synergy_Bliss=0.658, Synergy_Loewe=2.66, Synergy_HSA=3.38. (2) Drug 1: CC(C)(C1=NC(=CC=C1)N2C3=NC(=NC=C3C(=O)N2CC=C)NC4=CC=C(C=C4)N5CCN(CC5)C)O. Drug 2: C1CC(C1)(C2=CC=C(C=C2)C3=C(C=C4C(=N3)C=CN5C4=NNC5=O)C6=CC=CC=C6)N. Cell line: OVCAR3. Synergy scores: CSS=77.5, Synergy_ZIP=-0.697, Synergy_Bliss=-0.678, Synergy_Loewe=2.20, Synergy_HSA=8.88. (3) Drug 1: CCC1(CC2CC(C3=C(CCN(C2)C1)C4=CC=CC=C4N3)(C5=C(C=C6C(=C5)C78CCN9C7C(C=CC9)(C(C(C8N6C)(C(=O)OC)O)OC(=O)C)CC)OC)C(=O)OC)O.OS(=O)(=O)O. Drug 2: CC12CCC3C(C1CCC2OP(=O)(O)O)CCC4=C3C=CC(=C4)OC(=O)N(CCCl)CCCl.[Na+]. Cell line: SNB-75. Synergy scores: CSS=-3.45, Synergy_ZIP=-3.43, Synergy_Bliss=-9.09, Synergy_Loewe=-11.4, Synergy_HSA=-11.4. (4) Drug 1: CC=C1C(=O)NC(C(=O)OC2CC(=O)NC(C(=O)NC(CSSCCC=C2)C(=O)N1)C(C)C)C(C)C. Drug 2: C(CC(=O)O)C(=O)CN.Cl. Cell line: K-562. Synergy scores: CSS=12.5, Synergy_ZIP=-3.41, Synergy_Bliss=-10.7, Synergy_Loewe=-8.62, Synergy_HSA=-9.01. (5) Drug 1: CC1=C(C=C(C=C1)NC2=NC=CC(=N2)N(C)C3=CC4=NN(C(=C4C=C3)C)C)S(=O)(=O)N.Cl. Drug 2: CN1C(=O)N2C=NC(=C2N=N1)C(=O)N. Cell line: CAKI-1. Synergy scores: CSS=-8.26, Synergy_ZIP=-4.03, Synergy_Bliss=-14.7, Synergy_Loewe=-25.0, Synergy_HSA=-15.8. (6) Drug 1: CC1=C(N=C(N=C1N)C(CC(=O)N)NCC(C(=O)N)N)C(=O)NC(C(C2=CN=CN2)OC3C(C(C(C(O3)CO)O)O)OC4C(C(C(C(O4)CO)O)OC(=O)N)O)C(=O)NC(C)C(C(C)C(=O)NC(C(C)O)C(=O)NCCC5=NC(=CS5)C6=NC(=CS6)C(=O)NCCC[S+](C)C)O. Drug 2: CCC1(CC2CC(C3=C(CCN(C2)C1)C4=CC=CC=C4N3)(C5=C(C=C6C(=C5)C78CCN9C7C(C=CC9)(C(C(C8N6C)(C(=O)OC)O)OC(=O)C)CC)OC)C(=O)OC)O.OS(=O)(=O)O. Cell line: PC-3. Synergy scores: CSS=13.6, Synergy_ZIP=-3.15, Synergy_Bliss=-0.0273, Synergy_Loewe=-0.192, Synergy_HSA=0.184. (7) Drug 1: C1CC(=O)NC(=O)C1N2CC3=C(C2=O)C=CC=C3N. Drug 2: CC1C(C(CC(O1)OC2CC(CC3=C2C(=C4C(=C3O)C(=O)C5=C(C4=O)C(=CC=C5)OC)O)(C(=O)CO)O)N)O.Cl. Cell line: SK-MEL-5. Synergy scores: CSS=51.5, Synergy_ZIP=1.59, Synergy_Bliss=3.35, Synergy_Loewe=-21.6, Synergy_HSA=3.00. (8) Drug 1: CC1=C(N=C(N=C1N)C(CC(=O)N)NCC(C(=O)N)N)C(=O)NC(C(C2=CN=CN2)OC3C(C(C(C(O3)CO)O)O)OC4C(C(C(C(O4)CO)O)OC(=O)N)O)C(=O)NC(C)C(C(C)C(=O)NC(C(C)O)C(=O)NCCC5=NC(=CS5)C6=NC(=CS6)C(=O)NCCC[S+](C)C)O. Drug 2: C1C(C(OC1N2C=NC3=C2NC=NCC3O)CO)O. Cell line: SW-620. Synergy scores: CSS=15.0, Synergy_ZIP=-0.0998, Synergy_Bliss=2.08, Synergy_Loewe=0.902, Synergy_HSA=1.86. (9) Drug 1: COC1=CC(=CC(=C1O)OC)C2C3C(COC3=O)C(C4=CC5=C(C=C24)OCO5)OC6C(C(C7C(O6)COC(O7)C8=CC=CS8)O)O. Drug 2: COC1=C2C(=CC3=C1OC=C3)C=CC(=O)O2. Cell line: SF-268. Synergy scores: CSS=26.8, Synergy_ZIP=4.22, Synergy_Bliss=6.00, Synergy_Loewe=-19.7, Synergy_HSA=5.56. (10) Drug 2: C1C(C(OC1N2C=NC(=NC2=O)N)CO)O. Cell line: SF-539. Drug 1: CC(C)CN1C=NC2=C1C3=CC=CC=C3N=C2N. Synergy scores: CSS=-3.89, Synergy_ZIP=9.45, Synergy_Bliss=8.81, Synergy_Loewe=-0.652, Synergy_HSA=-0.366.